This data is from Full USPTO retrosynthesis dataset with 1.9M reactions from patents (1976-2016). The task is: Predict the reactants needed to synthesize the given product. (1) Given the product [CH:1]([O:4][C:5]1[CH:13]=[CH:12][CH:11]=[CH:10][C:6]=1[C:7]([NH:14][C:15]1[CH:16]=[CH:17][C:18]([N+:25]([O-:27])=[O:26])=[C:19]([C:21]([F:22])([F:23])[F:24])[CH:20]=1)=[O:8])([CH3:3])[CH3:2], predict the reactants needed to synthesize it. The reactants are: [CH:1]([O:4][C:5]1[CH:13]=[CH:12][CH:11]=[CH:10][C:6]=1[C:7](Cl)=[O:8])([CH3:3])[CH3:2].[NH2:14][C:15]1[CH:16]=[CH:17][C:18]([N+:25]([O-:27])=[O:26])=[C:19]([C:21]([F:24])([F:23])[F:22])[CH:20]=1.C(N(CC)CC)C. (2) Given the product [CH3:20][O:19][CH2:18][C:14]1[CH:13]=[C:12]([C:11]2[O:10][CH:9]=[N:8][C:7]=2[C:5]([OH:6])=[O:4])[CH:17]=[CH:16][CH:15]=1, predict the reactants needed to synthesize it. The reactants are: N#N.C[O:4][C:5]([C:7]1[N:8]=[CH:9][O:10][C:11]=1[C:12]1[CH:17]=[CH:16][CH:15]=[C:14]([CH2:18][O:19][CH3:20])[CH:13]=1)=[O:6].[OH-].[Na+].Cl. (3) Given the product [NH2:24][C:23]1[CH:22]=[CH:21][C:5]([C:6]([N:8]2[CH2:13][CH2:12][N:11]([C:14]([O:16][C:17]([CH3:18])([CH3:19])[CH3:20])=[O:15])[CH2:10][CH2:9]2)=[O:7])=[CH:4][C:3]=1[O:2][CH3:1], predict the reactants needed to synthesize it. The reactants are: [CH3:1][O:2][C:3]1[CH:4]=[C:5]([CH:21]=[CH:22][C:23]=1[N+:24]([O-])=O)[C:6]([N:8]1[CH2:13][CH2:12][N:11]([C:14]([O:16][C:17]([CH3:20])([CH3:19])[CH3:18])=[O:15])[CH2:10][CH2:9]1)=[O:7]. (4) Given the product [CH:56]([NH:55][C:50]1[CH:49]=[C:48]([C@@H:9]([OH:8])[CH2:10][NH:11][CH2:12][C:13]2[C:18]([CH3:19])=[CH:17][C:16]([NH:20][C:21]([CH2:23][CH2:24][N:25]3[CH2:30][CH2:29][CH:28]([O:31][C:32](=[O:46])[NH:33][C:34]4[CH:39]=[CH:38][CH:37]=[CH:36][C:35]=4[C:40]4[CH:45]=[CH:44][CH:43]=[CH:42][CH:41]=4)[CH2:27][CH2:26]3)=[O:22])=[C:15]([CH3:47])[CH:14]=2)[CH:53]=[CH:52][C:51]=1[OH:54])=[O:57], predict the reactants needed to synthesize it. The reactants are: [Si]([O:8][C@H:9]([C:48]1[CH:53]=[CH:52][C:51]([OH:54])=[C:50]([NH:55][CH:56]=[O:57])[CH:49]=1)[CH2:10][NH:11][CH2:12][C:13]1[C:18]([CH3:19])=[CH:17][C:16]([NH:20][C:21]([CH2:23][CH2:24][N:25]2[CH2:30][CH2:29][CH:28]([O:31][C:32](=[O:46])[NH:33][C:34]3[CH:39]=[CH:38][CH:37]=[CH:36][C:35]=3[C:40]3[CH:45]=[CH:44][CH:43]=[CH:42][CH:41]=3)[CH2:27][CH2:26]2)=[O:22])=[C:15]([CH3:47])[CH:14]=1)(C(C)(C)C)(C)C.F.F.F.C(N(CC)CC)C. (5) Given the product [Cl:2][C:3]1[CH:11]=[N:10][CH:9]=[CH:8][C:4]=1[C:5]([NH:13][CH3:12])=[O:6], predict the reactants needed to synthesize it. The reactants are: Cl.[Cl:2][C:3]1[CH:11]=[N:10][CH:9]=[CH:8][C:4]=1[C:5](Cl)=[O:6].[CH3:12][NH2:13].